Dataset: Reaction yield outcomes from USPTO patents with 853,638 reactions. Task: Predict the reaction yield, written as a fraction of the theoretical maximum amount of product (1.0 means a 100% yield; for example, 0.34 means a 34% yield). (1) The reactants are Cl([O-])(=O)(=O)=O.[Li+].[O:7]1[C:9]([CH3:11])([CH3:10])[CH2:8]1.[NH:12]1[CH2:15][CH:14]([C:16]2[CH:17]=[CH:18][C:19]3[O:28][CH2:27][CH2:26][C:25]4[S:24][C:23]([C:29]5[N:30]([CH:34]([CH3:36])[CH3:35])[N:31]=[CH:32][N:33]=5)=[N:22][C:21]=4[C:20]=3[CH:37]=2)[CH2:13]1. The catalyst is C1COCC1. The product is [CH:34]([N:30]1[C:29]([C:23]2[S:24][C:25]3[CH2:26][CH2:27][O:28][C:19]4[CH:18]=[CH:17][C:16]([CH:14]5[CH2:13][N:12]([CH2:8][C:9]([CH3:11])([OH:7])[CH3:10])[CH2:15]5)=[CH:37][C:20]=4[C:21]=3[N:22]=2)=[N:33][CH:32]=[N:31]1)([CH3:36])[CH3:35]. The yield is 0.970. (2) The yield is 0.710. The reactants are [F:1][C:2]([F:12])([F:11])[C:3]([CH3:10])([CH3:9])[C:4](=[O:8])[CH2:5][C:6]#[N:7].S(O)(O)(=O)=O.[NH2:18]O.C(=O)([O-])O.[Na+].Cl. The product is [F:1][C:2]([F:11])([F:12])[C:3]([C:4]1[O:8][N:7]=[C:6]([NH2:18])[CH:5]=1)([CH3:10])[CH3:9]. The catalyst is CO.O.